Dataset: Reaction yield outcomes from USPTO patents with 853,638 reactions. Task: Predict the reaction yield, written as a fraction of the theoretical maximum amount of product (1.0 means a 100% yield; for example, 0.34 means a 34% yield). (1) The reactants are [F:1][C:2]1[CH:7]=[C:6]([F:8])[CH:5]=[CH:4][C:3]=1[NH:9][C:10]([NH:12][C:13]1[CH:18]=[CH:17][C:16]([O:19][C:20]2[C:29]3[C:24](=[CH:25][C:26]([OH:32])=[C:27]([O:30][CH3:31])[CH:28]=3)[N:23]=[CH:22][CH:21]=2)=[CH:15][C:14]=1[F:33])=[O:11].C(=O)([O-])[O-].[K+].[K+].Cl.Cl[CH2:42][CH2:43][N:44]1[CH2:49][CH2:48][O:47][CH2:46][CH2:45]1.C(=O)([O-])O.[Na+]. The catalyst is [I-].C([N+](CCCC)(CCCC)CCCC)CCC.CN(C)C=O. The product is [F:1][C:2]1[CH:7]=[C:6]([F:8])[CH:5]=[CH:4][C:3]=1[NH:9][C:10]([NH:12][C:13]1[CH:18]=[CH:17][C:16]([O:19][C:20]2[C:29]3[C:24](=[CH:25][C:26]([O:32][CH2:42][CH2:43][N:44]4[CH2:49][CH2:48][O:47][CH2:46][CH2:45]4)=[C:27]([O:30][CH3:31])[CH:28]=3)[N:23]=[CH:22][CH:21]=2)=[CH:15][C:14]=1[F:33])=[O:11]. The yield is 0.570. (2) The reactants are [I-].[Na+].Cl[Si](C)(C)C.C([O:15][C:16]1[C:21]([C:22](=[O:32])[NH:23][CH2:24][C:25]2[CH:30]=[CH:29][C:28]([F:31])=[CH:27][CH:26]=2)=[CH:20][N:19]=[C:18]([C:33]([O:35][CH3:36])=[O:34])[C:17]=1[O:37][CH3:38])C1C=CC=CC=1.S([O-])(O)=O.[Na+]. The catalyst is C(#N)C. The product is [F:31][C:28]1[CH:27]=[CH:26][C:25]([CH2:24][NH:23][C:22]([C:21]2[C:16](=[O:15])[C:17]([O:37][CH3:38])=[C:18]([C:33]([O:35][CH3:36])=[O:34])[NH:19][CH:20]=2)=[O:32])=[CH:30][CH:29]=1. The yield is 0.840. (3) The reactants are [OH:1][C:2]1[CH:9]=[CH:8][C:5]([CH:6]=[O:7])=[CH:4][CH:3]=1.[N:10]1[CH:15]=[CH:14][CH:13]=[CH:12][C:11]=1[CH2:16]Cl.C(=O)([O-])[O-].[K+].[K+]. The catalyst is CN(C)C=O. The product is [N:10]1[CH:15]=[CH:14][CH:13]=[CH:12][C:11]=1[CH2:16][O:1][C:2]1[CH:9]=[CH:8][C:5]([CH:6]=[O:7])=[CH:4][CH:3]=1. The yield is 0.830. (4) The reactants are [C:1]([C:5]1[CH:6]=[C:7]([N:17]([CH3:49])[C:18]([N:20]([CH2:30][C:31]2[CH:36]=[C:35]([F:37])[CH:34]=[CH:33][C:32]=2[O:38][C:39]2[CH:40]=[C:41]3[C:45](=[CH:46][CH:47]=2)[N:44]([CH3:48])[N:43]=[CH:42]3)CC2C=CC(OC)=CC=2)=[O:19])[N:8]([C:10]2[CH:15]=[CH:14][C:13]([CH3:16])=[CH:12][CH:11]=2)[N:9]=1)([CH3:4])([CH3:3])[CH3:2]. The catalyst is C1(OC)C=CC=CC=1.FC(F)(F)C(O)=O. The product is [C:1]([C:5]1[CH:6]=[C:7]([N:17]([CH3:49])[C:18]([NH:20][CH2:30][C:31]2[CH:36]=[C:35]([F:37])[CH:34]=[CH:33][C:32]=2[O:38][C:39]2[CH:40]=[C:41]3[C:45](=[CH:46][CH:47]=2)[N:44]([CH3:48])[N:43]=[CH:42]3)=[O:19])[N:8]([C:10]2[CH:11]=[CH:12][C:13]([CH3:16])=[CH:14][CH:15]=2)[N:9]=1)([CH3:4])([CH3:2])[CH3:3]. The yield is 0.990.